Dataset: Full USPTO retrosynthesis dataset with 1.9M reactions from patents (1976-2016). Task: Predict the reactants needed to synthesize the given product. Given the product [CH2:27]([N:1]1[C:9]2[C:4](=[CH:5][CH:6]=[CH:7][CH:8]=2)[C@:3]2([C:21]3[C:12](=[CH:13][C:14]4[O:19][CH2:18][CH2:17][O:16][C:15]=4[CH:20]=3)[O:11][CH2:10]2)[C:2]1=[O:22])[CH2:26][CH2:25][CH2:43][CH3:42], predict the reactants needed to synthesize it. The reactants are: [NH:1]1[C:9]2[C:4](=[CH:5][CH:6]=[CH:7][CH:8]=2)[C@:3]2([C:21]3[C:12](=[CH:13][C:14]4[O:19][CH2:18][CH2:17][O:16][C:15]=4[CH:20]=3)[O:11][CH2:10]2)[C:2]1=[O:22].N1C2[C:26](=[CH:27]C=CC=2)[C@@:25]2([C:43]3C(=CC4OCCOC=4[CH:42]=3)OC2)C1=O.